From a dataset of Forward reaction prediction with 1.9M reactions from USPTO patents (1976-2016). Predict the product of the given reaction. (1) Given the reactants [OH:1][CH2:2][CH:3]1[CH:12]([NH:13][S:14]([CH2:17][CH3:18])(=[O:16])=[O:15])[CH2:11][CH2:10][C:5]2([O:9][CH2:8][CH2:7][O:6]2)[CH2:4]1.[N:19]1([C:24]2[CH:29]=[CH:28][C:27](O)=[CH:26][CH:25]=2)[CH:23]=[CH:22][CH:21]=[N:20]1.C1CCN(C(N=NC(N2CCCCC2)=O)=O)CC1.P(CCCC)(CCCC)CCCC, predict the reaction product. The product is: [N:19]1([C:24]2[CH:25]=[CH:26][C:27]([O:1][CH2:2][C@H:3]3[C@H:12]([NH:13][S:14]([CH2:17][CH3:18])(=[O:16])=[O:15])[CH2:11][CH2:10][C:5]4([O:9][CH2:8][CH2:7][O:6]4)[CH2:4]3)=[CH:28][CH:29]=2)[CH:23]=[CH:22][CH:21]=[N:20]1. (2) Given the reactants [CH2:1]([C:3]1[CH:8]=[CH:7][C:6]([CH:9]2[CH2:14][N:13]([C:15]([N:17]3[CH2:22][CH2:21][CH:20]([OH:23])[CH2:19][CH2:18]3)=[O:16])[CH2:12][CH:11]([C:24](O)=[O:25])[CH2:10]2)=[CH:5][CH:4]=1)[CH3:2].[F:27][C:28]1[CH:33]=[CH:32][CH:31]=[C:30]([F:34])[C:29]=1[C:35](=[NH:38])[NH:36]O, predict the reaction product. The product is: [F:27][C:28]1[CH:33]=[CH:32][CH:31]=[C:30]([F:34])[C:29]=1[C:35]1[N:38]=[C:24]([CH:11]2[CH2:10][CH:9]([C:6]3[CH:7]=[CH:8][C:3]([CH2:1][CH3:2])=[CH:4][CH:5]=3)[CH2:14][N:13]([C:15]([N:17]3[CH2:18][CH2:19][CH:20]([OH:23])[CH2:21][CH2:22]3)=[O:16])[CH2:12]2)[O:25][N:36]=1. (3) The product is: [C:1]([O:5][C:6]([N:8]1[CH2:13][CH2:12][CH:11]([NH:20][CH2:19][CH2:18][N:17]([CH2:21][CH3:22])[CH2:15][CH3:16])[CH2:10][CH2:9]1)=[O:7])([CH3:4])([CH3:3])[CH3:2]. Given the reactants [C:1]([O:5][C:6]([N:8]1[CH2:13][CH2:12][C:11](=O)[CH2:10][CH2:9]1)=[O:7])([CH3:4])([CH3:3])[CH3:2].[CH2:15]([N:17]([CH2:21][CH3:22])[CH2:18][CH2:19][NH2:20])[CH3:16], predict the reaction product. (4) Given the reactants CC(=CC)C.[OH2:6].O.P([O-])(O)(O)=O.[Na+].Cl([O-])=O.[Na+].[N:18]1([C:23]2[CH:30]=[CH:29][C:26]([CH:27]=[O:28])=[CH:25][C:24]=2[O:31][CH3:32])[CH:22]=[CH:21][N:20]=[CH:19]1, predict the reaction product. The product is: [N:18]1([C:23]2[CH:30]=[CH:29][C:26]([C:27]([OH:6])=[O:28])=[CH:25][C:24]=2[O:31][CH3:32])[CH:22]=[CH:21][N:20]=[CH:19]1. (5) Given the reactants Br[C:2]1[CH:3]=[CH:4][C:5]([O:8][CH3:9])=[N:6][CH:7]=1.C([Li])CCC.Br[CH2:16][CH2:17][CH2:18][C:19]1[CH:24]=[CH:23][CH:22]=[CH:21][CH:20]=1, predict the reaction product. The product is: [CH3:9][O:8][C:5]1[CH:4]=[CH:3][C:2]([CH2:16][CH2:17][CH2:18][C:19]2[CH:24]=[CH:23][CH:22]=[CH:21][CH:20]=2)=[CH:7][N:6]=1. (6) Given the reactants [C:1]1([C:7]([C:18]2[CH:23]=[CH:22][CH:21]=[CH:20][CH:19]=2)([C:12]2[CH:17]=[CH:16][CH:15]=[CH:14][CH:13]=2)[S:8][CH2:9][CH2:10][NH2:11])[CH:6]=[CH:5][CH:4]=[CH:3][CH:2]=1.CCN(CC)CC.[Br:31][CH2:32][C:33](Br)=[O:34], predict the reaction product. The product is: [Br:31][CH2:32][C:33]([NH:11][CH2:10][CH2:9][S:8][C:7]([C:18]1[CH:23]=[CH:22][CH:21]=[CH:20][CH:19]=1)([C:12]1[CH:13]=[CH:14][CH:15]=[CH:16][CH:17]=1)[C:1]1[CH:2]=[CH:3][CH:4]=[CH:5][CH:6]=1)=[O:34]. (7) The product is: [NH2:7][C:6]1[NH:8][C:15]([C:17]2[CH:22]=[CH:21][C:20]([Br:23])=[CH:19][CH:18]=2)=[CH:14][C:5]=1[C:9]([NH2:11])=[O:10]. Given the reactants [O-]CC.[Na+].[CH2:5]([C:9]([NH2:11])=[O:10])[C:6]([NH2:8])=[NH:7].Cl.Br[CH2:14][C:15]([C:17]1[CH:22]=[CH:21][C:20]([Br:23])=[CH:19][CH:18]=1)=O, predict the reaction product.